This data is from Full USPTO retrosynthesis dataset with 1.9M reactions from patents (1976-2016). The task is: Predict the reactants needed to synthesize the given product. (1) The reactants are: [CH3:1][O:2][C:3]1[C:8]([CH3:9])=[CH:7][N:6]=[C:5]([CH2:10][N:11]2C(=O)C3C(=CC=CC=3)C2=O)[C:4]=1[CH3:22]. Given the product [CH3:1][O:2][C:3]1[C:8]([CH3:9])=[CH:7][N:6]=[C:5]([CH2:10][NH2:11])[C:4]=1[CH3:22], predict the reactants needed to synthesize it. (2) Given the product [Br:8][C:6]1[CH:5]=[C:4]([Si:9]([C:16]2[CH:17]=[CH:18][CH:19]=[CH:20][CH:21]=2)([C:22]2[CH:27]=[CH:26][CH:25]=[CH:24][CH:23]=2)[C:10]2[CH:15]=[CH:14][CH:13]=[CH:12][CH:11]=2)[CH:3]=[C:2]([C:7]2[CH:2]=[CH:3][CH:4]=[C:36]([C:35]3[C:34]4[O:33][C:32]5[CH:12]=[CH:11][CH:10]=[CH:15][C:31]=5[C:40]=4[CH:39]=[CH:38][CH:37]=3)[CH:6]=2)[CH:7]=1, predict the reactants needed to synthesize it. The reactants are: Br[C:2]1[CH:3]=[C:4]([Si:9]([C:22]2[CH:27]=[CH:26][CH:25]=[CH:24][CH:23]=2)([C:16]2[CH:21]=[CH:20][CH:19]=[CH:18][CH:17]=2)[C:10]2[CH:15]=[CH:14][CH:13]=[CH:12][CH:11]=2)[CH:5]=[C:6]([Br:8])[CH:7]=1.C1[C:36]2[C:35]3[CH:37]=[CH:38][CH:39]=[CH:40][C:34]=3[O:33][C:32]=2[C:31](C2C=C(B3OC(C)(C)C(C)(C)O3)C=CC=2)=CC=1.C([O-])([O-])=O.[K+].[K+]. (3) The reactants are: [CH2:1]([N:8]1[CH2:13][CH2:12][C:11]2([CH3:17])[CH2:14][CH2:15][NH:16][CH:10]2[CH2:9]1)[C:2]1[CH:7]=[CH:6][CH:5]=[CH:4][CH:3]=1.C(N1CCC2(C)CCNC2C1=O)C1C=CC=CC=1.[H-].[H-].[H-].[H-].[Li+].[Al+3]. Given the product [CH2:1]([N:8]1[CH2:13][CH2:12][C@:11]2([CH3:17])[CH2:14][CH2:15][NH:16][C@@H:10]2[CH2:9]1)[C:2]1[CH:3]=[CH:4][CH:5]=[CH:6][CH:7]=1, predict the reactants needed to synthesize it. (4) Given the product [Br:1][C:2]1[CH:11]=[C:10]2[C:5]([CH2:6][CH2:7][C:8]3([CH2:23][CH2:22][CH:21]([O:24][CH3:25])[CH2:20][CH2:19]3)[C:9]2=[NH:12])=[CH:4][CH:3]=1, predict the reactants needed to synthesize it. The reactants are: [Br:1][C:2]1[CH:11]=[C:10]2[C:5]([CH2:6][CH2:7][C:8]3([CH2:23][CH2:22][CH:21]([O:24][CH3:25])[CH2:20][CH2:19]3)[C:9]2=[N:12]S(C(C)(C)C)=O)=[CH:4][CH:3]=1.Cl. (5) Given the product [F:24][C:19]1[CH:18]=[C:17]([F:25])[CH:16]=[C:15]2[C:20]=1[C:21](=[O:23])[NH:22][C:13]([N:11]1[CH:12]=[C:8]([C:6]([OH:7])=[O:5])[CH:9]=[N:10]1)=[N:14]2, predict the reactants needed to synthesize it. The reactants are: [OH-].[K+].C([O:5][C:6]([C:8]1[CH:9]=[N:10][N:11]([C:13]2[NH:22][C:21](=[O:23])[C:20]3[C:15](=[CH:16][C:17]([F:25])=[CH:18][C:19]=3[F:24])[N:14]=2)[CH:12]=1)=[O:7])C. (6) The reactants are: [P:1](=[O:5])([OH:4])([OH:3])[OH:2].[F:6][C:7]1[CH:12]=[CH:11][CH:10]=[CH:9][C:8]=1[N:13]1[C:21]2[C:16](=[CH:17][CH:18]=[CH:19][CH:20]=2)[C:15]([O:22][CH:23]2[CH2:28][CH2:27][NH:26][CH2:25][CH2:24]2)=[N:14]1.N#N.CC(OC)(C)C. Given the product [P:1]([OH:5])([OH:4])([OH:3])=[O:2].[F:6][C:7]1[CH:12]=[CH:11][CH:10]=[CH:9][C:8]=1[N:13]1[C:21]2[C:16](=[CH:17][CH:18]=[CH:19][CH:20]=2)[C:15]([O:22][CH:23]2[CH2:28][CH2:27][NH:26][CH2:25][CH2:24]2)=[N:14]1, predict the reactants needed to synthesize it. (7) Given the product [CH3:46][N:45]([C:44]1[N:40]([CH3:39])[C:41]([C:47]2[CH:52]=[N:51][NH:50][C:49](=[O:53])[CH:48]=2)=[N:42][N:43]=1)[C:12]([C:9]1[N:10]=[N:11][N:7]([C:3]2[CH:4]=[CH:5][CH:6]=[C:1]([CH3:15])[CH:2]=2)[N:8]=1)=[O:14], predict the reactants needed to synthesize it. The reactants are: [C:1]1([CH3:15])[CH:6]=[CH:5][CH:4]=[C:3]([N:7]2[N:11]=[N:10][C:9]([C:12]([OH:14])=O)=[N:8]2)[CH:2]=1.Cl.CN(C)CCCN=C=NCC.O.ON1C2C=CC=CC=2N=N1.[CH3:39][N:40]1[C:44]([NH:45][CH3:46])=[N:43][N:42]=[C:41]1[C:47]1[CH:52]=[N:51][NH:50][C:49](=[O:53])[CH:48]=1.